Dataset: Forward reaction prediction with 1.9M reactions from USPTO patents (1976-2016). Task: Predict the product of the given reaction. (1) Given the reactants Cl[C:2]1[CH:11]=[N:10][C:9]2[C:4](=[CH:5][C:6]([C:12]([F:15])([F:14])[F:13])=[CH:7][CH:8]=2)[N:3]=1.[NH2:16][C@@H:17]1[CH2:21][CH2:20][N:19]([C:22]([C:24]2[CH:29]=[C:28]([CH3:30])[CH:27]=[CH:26][C:25]=2[C:31]([F:34])([F:33])[F:32])=[O:23])[CH2:18]1, predict the reaction product. The product is: [CH3:30][C:28]1[CH:27]=[CH:26][C:25]([C:31]([F:34])([F:32])[F:33])=[C:24]([C:22]([N:19]2[CH2:20][CH2:21][C@@H:17]([NH:16][C:2]3[CH:11]=[N:10][C:9]4[C:4](=[CH:5][C:6]([C:12]([F:15])([F:14])[F:13])=[CH:7][CH:8]=4)[N:3]=3)[CH2:18]2)=[O:23])[CH:29]=1. (2) The product is: [OH:3][C:2]([CH3:20])([CH3:1])[CH2:11][CH2:10][C:9]1[C:4](=[O:22])[C:5]([CH3:19])=[C:6]([CH3:18])[C:7](=[O:17])[C:8]=1[CH2:12][CH:13]=[C:14]([CH3:16])[CH3:15]. Given the reactants [CH3:1][C:2]1([CH3:20])[CH2:11][CH2:10][C:9]2[C:4](=[C:5]([CH3:19])[C:6]([CH3:18])=[C:7]([OH:17])[C:8]=2[CH2:12][CH:13]=[C:14]([CH3:16])[CH3:15])[O:3]1.[N+]([O-])([O-])=[O:22].[NH4+].[Ce+4].[N+]([O-])([O-])=O.[N+]([O-])([O-])=O.[N+]([O-])([O-])=O.[N+]([O-])([O-])=O.ClCCl.O, predict the reaction product.